Dataset: Forward reaction prediction with 1.9M reactions from USPTO patents (1976-2016). Task: Predict the product of the given reaction. (1) Given the reactants CC(O[C:6]([N:8]1[CH2:13][CH2:12][CH:11]([C:14]([OH:16])=O)[CH2:10][CH2:9]1)=O)(C)C.[F:17][C:18]([F:28])([F:27])[C:19]1[CH:24]=[CH:23][CH:22]=[CH:21][C:20]=1[CH2:25][NH2:26].C[CH2:30][N:31]=[C:32]=NCCCN(C)C.C1[CH:41]=[CH:42][C:43]2N(O)N=[N:46][C:44]=2C=1.C([N:53](C(C)C)CC)(C)C, predict the reaction product. The product is: [CH3:30][N:31]([CH3:32])[C:44]1[CH:43]=[C:42]([CH3:41])[N:53]=[C:6]([N:8]2[CH2:9][CH2:10][CH:11]([C:14]([NH:26][CH2:25][C:20]3[CH:21]=[CH:22][CH:23]=[CH:24][C:19]=3[C:18]([F:27])([F:28])[F:17])=[O:16])[CH2:12][CH2:13]2)[N:46]=1. (2) The product is: [O:1]1[CH:5]=[CH:4][C:3]([C:6]2[CH:9]=[C:8]([C:11]3[S:12][CH:13]=[CH:14][CH:15]=3)[NH:28][C:19](=[O:21])[C:18]=2[C:16]#[N:17])=[CH:2]1. Given the reactants [O:1]1[CH:5]=[CH:4][C:3]([CH:6]=O)=[CH:2]1.[C:8]([C:11]1[S:12][CH:13]=[CH:14][CH:15]=1)(=O)[CH3:9].[C:16]([CH2:18][C:19]([O:21]CC)=O)#[N:17].C([O-])(=O)C.[NH4+:28], predict the reaction product. (3) Given the reactants N#N.[CH3:3][O:4][C:5]1[CH:10]=[CH:9][C:8]([CH2:11]O)=[C:7]([CH3:13])[CH:6]=1.N1C=CC=CC=1.S(Br)([Br:22])=O, predict the reaction product. The product is: [Br:22][CH2:11][C:8]1[CH:9]=[CH:10][C:5]([O:4][CH3:3])=[CH:6][C:7]=1[CH3:13]. (4) Given the reactants [CH:1]1([C:6]2[CH2:10][CH2:9][C:8](=[O:11])[C:7]=2I)[CH2:5][CH2:4][CH2:3][CH2:2]1.[CH:13]([C:15]1[CH:16]=[C:17](B(O)O)[CH:18]=[CH:19][CH:20]=1)=[O:14].C(O)C.C(=O)([O-])[O-].[Na+].[Na+], predict the reaction product. The product is: [CH:1]1([C:6]2[CH2:10][CH2:9][C:8](=[O:11])[C:7]=2[C:19]2[CH:18]=[CH:17][CH:16]=[C:15]([CH:13]=[O:14])[CH:20]=2)[CH2:5][CH2:4][CH2:3][CH2:2]1. (5) Given the reactants [CH2:1]([O:3][C:4]1[CH:14]=[C:13]([CH:15]([CH3:17])[CH3:16])[C:12](Br)=[CH:11][C:5]=1[C:6]([O:8][CH2:9][CH3:10])=[O:7])[CH3:2].[Cu][C:20]#[N:21], predict the reaction product. The product is: [CH2:1]([O:3][C:4]1[CH:14]=[C:13]([CH:15]([CH3:17])[CH3:16])[C:12]([C:20]#[N:21])=[CH:11][C:5]=1[C:6]([O:8][CH2:9][CH3:10])=[O:7])[CH3:2]. (6) Given the reactants [Cl:1][C:2]1[CH:7]=[C:6]([CH2:8][C:9]2[C:14](=[O:15])[NH:13][C:12]([CH3:16])=[N:11][C:10]=2[CH2:17][CH2:18][CH3:19])[CH:5]=[CH:4][C:3]=1[C:20]1[C:21]([C:26]#[N:27])=[CH:22][CH:23]=[CH:24][CH:25]=1.[CH:28]([O:31][C:32]1[CH:37]=[CH:36][C:35](B(O)O)=[CH:34][CH:33]=1)([CH3:30])[CH3:29].C([N:43](CC)CC)C.N1C=CC=CC=1.[C:54]([O:57]CC)(=[O:56])C, predict the reaction product. The product is: [Cl:1][C:2]1[CH:7]=[C:6]([CH2:8][C:9]2[C:14](=[O:15])[N:13]([C:35]3[CH:36]=[CH:37][C:32]([O:31][CH:28]([CH3:30])[CH3:29])=[CH:33][CH:34]=3)[C:12]([CH3:16])=[N:11][C:10]=2[CH2:17][CH2:18][CH3:19])[CH:5]=[CH:4][C:3]=1[C:20]1[CH:25]=[CH:24][CH:23]=[CH:22][C:21]=1[C:26]1[NH:43][C:54](=[O:56])[O:57][N:27]=1. (7) The product is: [Cl:1][C:2]1[CH:7]=[C:6]([Cl:8])[CH:5]=[CH:4][C:3]=1[S:9]([N:19]1[CH2:20][CH2:21][CH2:22][C@H:17]([C:16]([OH:23])=[O:15])[CH2:18]1)(=[O:11])=[O:10]. Given the reactants [Cl:1][C:2]1[CH:7]=[C:6]([Cl:8])[CH:5]=[CH:4][C:3]=1[S:9](Cl)(=[O:11])=[O:10].C([O:15][C:16](=[O:23])[C@H:17]1[CH2:22][CH2:21][CH2:20][NH:19][CH2:18]1)C, predict the reaction product.